Predict the reaction yield, written as a fraction of the theoretical maximum amount of product (1.0 means a 100% yield; for example, 0.34 means a 34% yield). From a dataset of Reaction yield outcomes from USPTO patents with 853,638 reactions. (1) The reactants are [CH:1]1([C:4]2[N:9]=[CH:8][C:7]([C:10]3[CH:15]=[CH:14][N:13]=[C:12]([C:16]([NH:18][C:19]4[CH:24]=[CH:23][CH:22]=[C:21]([C:25]([NH:27][NH2:28])=O)[N:20]=4)=[O:17])[CH:11]=3)=[CH:6][CH:5]=2)[CH2:3][CH2:2]1.[CH3:29]N(C)C=O.CN(C)C(=O)C.[CH3:40][O:41][CH2:42][C@@H:43]([NH2:45])[CH3:44].C(O)(=O)C. The catalyst is C1(C)C=CC=CC=1. The product is [CH:1]1([C:4]2[N:9]=[CH:8][C:7]([C:10]3[CH:15]=[CH:14][N:13]=[C:12]([C:16]([NH:18][C:19]4[CH:24]=[CH:23][CH:22]=[C:21]([C:25]5[N:45]([C@@H:43]([CH3:44])[CH2:42][O:41][CH3:40])[CH:29]=[N:28][N:27]=5)[N:20]=4)=[O:17])[CH:11]=3)=[CH:6][CH:5]=2)[CH2:2][CH2:3]1. The yield is 0.630. (2) The reactants are [C@@H:1]12[CH2:6][C@@H:5]1[CH2:4][C@H:3]([C:7](N)=[O:8])[NH:2]2.CC[O-:12].[Na+].CCO.[C:17]([O:21][C:22](O[C:22]([O:21][C:17]([CH3:20])([CH3:19])[CH3:18])=[O:23])=[O:23])([CH3:20])([CH3:19])[CH3:18].Cl. The catalyst is O.C(O)(C)C. The product is [C:17]([O:21][C:22]([N:2]1[C@H:3]([C:7]([OH:8])=[O:12])[CH2:4][C@@H:5]2[C@H:1]1[CH2:6]2)=[O:23])([CH3:20])([CH3:19])[CH3:18]. The yield is 0.790.